The task is: Predict the reaction yield, written as a fraction of the theoretical maximum amount of product (1.0 means a 100% yield; for example, 0.34 means a 34% yield).. This data is from Reaction yield outcomes from USPTO patents with 853,638 reactions. (1) The reactants are [CH3:1][C:2]1[S:6][C:5]([C:7]([O:9]C)=[O:8])=[CH:4][C:3]=1[C:11]1[N:15]([CH3:16])[N:14]=[CH:13][CH:12]=1.[Br:17]N1C(=O)CCC1=O.[OH-].[Na+]. The catalyst is O1CCCC1. The product is [Br:17][C:12]1[CH:13]=[N:14][N:15]([CH3:16])[C:11]=1[C:3]1[CH:4]=[C:5]([C:7]([OH:9])=[O:8])[S:6][C:2]=1[CH3:1]. The yield is 0.910. (2) The reactants are Cl.[NH2:2][C:3]1[CH:7]=[CH:6][NH:5][C:4]=1[C:8]([O:10][CH2:11][CH3:12])=[O:9].CCN(C(C)C)C(C)C.[Cl:22][C:23]1[CH:24]=[CH:25][C:26]([CH:47]=O)=[C:27]([C@H:29]([N:32]([C:40]([O:42][C:43]([CH3:46])([CH3:45])[CH3:44])=[O:41])[C:33]([O:35][C:36]([CH3:39])([CH3:38])[CH3:37])=[O:34])[CH2:30][CH3:31])[CH:28]=1.CC(O)=O.[B-]C#N.[Na+]. The catalyst is CCO.O. The product is [C:43]([O:42][C:40]([N:32]([C:33]([O:35][C:36]([CH3:37])([CH3:39])[CH3:38])=[O:34])[C@@H:29]([C:27]1[CH:28]=[C:23]([Cl:22])[CH:24]=[CH:25][C:26]=1[CH2:47][NH:2][C:3]1[CH:7]=[CH:6][NH:5][C:4]=1[C:8]([O:10][CH2:11][CH3:12])=[O:9])[CH2:30][CH3:31])=[O:41])([CH3:46])([CH3:44])[CH3:45]. The yield is 0.950. (3) The yield is 0.610. No catalyst specified. The reactants are [CH2:1]([N:3]([CH2:15][CH3:16])[CH2:4][CH2:5][CH2:6][O:7][C:8]1[CH:13]=[CH:12][C:11]([NH2:14])=[CH:10][CH:9]=1)[CH3:2].[F:17][C:18]1[CH:26]=[C:25]2[C:21]([C:22](=[CH:28]O)[C:23](=[O:27])[NH:24]2)=[CH:20][CH:19]=1. The product is [CH2:15]([N:3]([CH2:1][CH3:2])[CH2:4][CH2:5][CH2:6][O:7][C:8]1[CH:9]=[CH:10][C:11]([NH:14][CH:28]=[C:22]2[C:21]3[C:25](=[CH:26][C:18]([F:17])=[CH:19][CH:20]=3)[NH:24][C:23]2=[O:27])=[CH:12][CH:13]=1)[CH3:16]. (4) The reactants are [Cl:1][C:2]1[CH:28]=[CH:27][C:5]([CH2:6][NH:7][C:8]([C:10]2[C:11]([OH:26])=[C:12]3[CH:18]=[C:17]([CH2:19][N:20]4[CH2:25][CH2:24][O:23][CH2:22][CH2:21]4)[S:16][C:13]3=[N:14][CH:15]=2)=[O:9])=[CH:4][CH:3]=1.C(=O)([O-])[O-].[K+].[K+].[F:35][C:36]1[CH:37]=[C:38]([CH:41]=[CH:42][CH:43]=1)[CH2:39]Br.O. The catalyst is CN(C=O)C. The product is [Cl:1][C:2]1[CH:28]=[CH:27][C:5]([CH2:6][NH:7][C:8]([C:10]2[C:11](=[O:26])[C:12]3[CH:18]=[C:17]([CH2:19][N:20]4[CH2:21][CH2:22][O:23][CH2:24][CH2:25]4)[S:16][C:13]=3[N:14]([CH2:39][C:38]3[CH:41]=[CH:42][CH:43]=[C:36]([F:35])[CH:37]=3)[CH:15]=2)=[O:9])=[CH:4][CH:3]=1. The yield is 0.810. (5) The reactants are C[O:2][C:3](=[O:12])[C:4]1[CH:9]=[CH:8][CH:7]=[C:6]([S:10][CH3:11])[CH:5]=1.[OH-].[Na+]. The catalyst is CO.C1COCC1. The product is [CH3:11][S:10][C:6]1[CH:5]=[C:4]([CH:9]=[CH:8][CH:7]=1)[C:3]([OH:12])=[O:2]. The yield is 0.970.